This data is from Forward reaction prediction with 1.9M reactions from USPTO patents (1976-2016). The task is: Predict the product of the given reaction. (1) Given the reactants [CH3:1][O:2][C:3](=[O:28])[CH2:4][O:5][C:6]1[CH:10]=[C:9]([CH3:11])[N:8]([CH2:12][C:13]2[CH:18]=[C:17]([Cl:19])[CH:16]=[CH:15][C:14]=2[O:20]CC2C=CC=CC=2)[N:7]=1.Cl, predict the reaction product. The product is: [CH3:1][O:2][C:3](=[O:28])[CH2:4][O:5][C:6]1[CH:10]=[C:9]([CH3:11])[N:8]([CH2:12][C:13]2[CH:18]=[C:17]([Cl:19])[CH:16]=[CH:15][C:14]=2[OH:20])[N:7]=1. (2) Given the reactants [CH2:1]([C:4]1[CH:5]=[C:6]([C:15]2[CH:20]=[CH:19][CH:18]=[CH:17][CH:16]=2)[CH:7]=[CH:8][C:9]=1[O:10][CH2:11][CH2:12][CH2:13][OH:14])[CH:2]=[CH2:3].C(Br)(Br)(Br)Br.C1C=CC(P(C2C=CC=CC=2)C2C=CC=CC=2)=CC=1.[CH2:45]([O:47][C:48](=[O:60])[C@@H:49]([O:58][CH3:59])[CH2:50][C:51]1[CH:56]=[CH:55][C:54](O)=[CH:53][CH:52]=1)[CH3:46], predict the reaction product. The product is: [CH2:45]([O:47][C:48](=[O:60])[CH:49]([O:58][CH3:59])[CH2:50][C:51]1[CH:56]=[CH:55][C:54]([O:14][CH2:13][CH2:12][CH2:11][O:10][C:9]2[CH:8]=[CH:7][C:6]([C:15]3[CH:20]=[CH:19][CH:18]=[CH:17][CH:16]=3)=[CH:5][C:4]=2[CH2:1][CH:2]=[CH2:3])=[CH:53][CH:52]=1)[CH3:46]. (3) Given the reactants [C:1]([C:5]1[N:6]=[C:7]([N:16]2[CH2:20][CH2:19][C:18]([F:22])([F:21])[CH2:17]2)[C:8]2[C:9](=[N:11][N:12]([CH2:14][CH3:15])[N:13]=2)[N:10]=1)([CH3:4])([CH3:3])[CH3:2].C(C1N=C(N2CCC(F)(F)C2)C2N=NNC=2N=1)(C)(C)C.BrCC1[C:50]([Cl:51])=[C:49]([F:52])[CH:48]=[CH:47][C:46]=1[Cl:53], predict the reaction product. The product is: [C:1]([C:5]1[N:6]=[C:7]([N:16]2[CH2:20][CH2:19][C:18]([F:21])([F:22])[CH2:17]2)[C:8]2[C:9](=[N:11][N:12]([CH2:14][C:15]3[C:46]([Cl:53])=[CH:47][CH:48]=[C:49]([F:52])[C:50]=3[Cl:51])[N:13]=2)[N:10]=1)([CH3:2])([CH3:3])[CH3:4].